This data is from Full USPTO retrosynthesis dataset with 1.9M reactions from patents (1976-2016). The task is: Predict the reactants needed to synthesize the given product. (1) The reactants are: O=C1C2C=CC=CC=2C(=O)[N:3]1[CH2:12][CH:13]([NH:22][C:23]([NH:25][NH:26][C:27]([C:29]1[CH:30]=[C:31]2[C:36](=[CH:37][CH:38]=1)[CH:35]=[N:34][CH:33]=[CH:32]2)=O)=[S:24])[CH2:14][C:15]1[CH:20]=[CH:19][CH:18]=[C:17]([Cl:21])[CH:16]=1.Cl.NC(CC1C=CC=C(Cl)C=1)CN1C(=O)C2C=CC=CC=2C1=O. Given the product [NH2:3][CH2:12][CH:13]([NH:22][C:23]1[S:24][C:27]([C:29]2[CH:30]=[C:31]3[C:36](=[CH:37][CH:38]=2)[CH:35]=[N:34][CH:33]=[CH:32]3)=[N:26][N:25]=1)[CH2:14][C:15]1[CH:20]=[CH:19][CH:18]=[C:17]([Cl:21])[CH:16]=1, predict the reactants needed to synthesize it. (2) Given the product [CH:39]12[CH2:38][CH2:37][CH:36]([CH2:42][CH2:41]1)[CH2:35][N:34]([C:31]1[CH:30]=[CH:29][C:28]([C:27]([NH:23][C:17]3[CH:18]=[N:19][C:20]4[C:15]([CH:16]=3)=[CH:14][C:13]([F:12])=[CH:22][CH:21]=4)=[O:26])=[CH:33][CH:32]=1)[CH2:40]2, predict the reactants needed to synthesize it. The reactants are: C[Al](C)C.C1(C)C=CC=CC=1.[F:12][C:13]1[CH:14]=[C:15]2[C:20](=[CH:21][CH:22]=1)[N:19]=[CH:18][C:17]([NH2:23])=[CH:16]2.C([O:26][C:27](=O)[C:28]1[CH:33]=[CH:32][C:31]([N:34]2[CH2:40][CH:39]3[CH2:41][CH2:42][CH:36]([CH2:37][CH2:38]3)[CH2:35]2)=[CH:30][CH:29]=1)C. (3) Given the product [ClH:21].[CH3:1][N:2]1[CH2:3][CH2:4][CH:5]([O:8][C:9]2[N:14]=[C:13]([NH:15][C:19](=[O:20])[C:18]3[C:22]([F:27])=[CH:23][C:24]([F:26])=[CH:25][C:17]=3[F:16])[CH:12]=[CH:11][CH:10]=2)[CH2:6][CH2:7]1, predict the reactants needed to synthesize it. The reactants are: [CH3:1][N:2]1[CH2:7][CH2:6][CH:5]([O:8][C:9]2[N:14]=[C:13]([NH2:15])[CH:12]=[CH:11][CH:10]=2)[CH2:4][CH2:3]1.[F:16][C:17]1[CH:25]=[C:24]([F:26])[CH:23]=[C:22]([F:27])[C:18]=1[C:19]([Cl:21])=[O:20]. (4) Given the product [C:33]([NH:41][C:42]([N:9]([CH2:8][C:7]1[CH:20]=[CH:21][CH:22]=[CH:23][C:6]=1[CH:2]1[O:3][CH2:4][CH2:5][O:1]1)[C:10]1[CH:14]=[CH:13][NH:12][C:11]=1[C:15]([O:17][CH2:18][CH3:19])=[O:16])=[S:43])(=[O:40])[C:34]1[CH:39]=[CH:38][CH:37]=[CH:36][CH:35]=1, predict the reactants needed to synthesize it. The reactants are: [O:1]1[CH2:5][CH2:4][O:3][CH:2]1[C:6]1[CH:23]=[CH:22][CH:21]=[CH:20][C:7]=1[CH2:8][NH:9][C:10]1[CH:14]=[CH:13][NH:12][C:11]=1[C:15]([O:17][CH2:18][CH3:19])=[O:16].CCN(C(C)C)C(C)C.[C:33]([N:41]=[C:42]=[S:43])(=[O:40])[C:34]1[CH:39]=[CH:38][CH:37]=[CH:36][CH:35]=1.